This data is from Catalyst prediction with 721,799 reactions and 888 catalyst types from USPTO. The task is: Predict which catalyst facilitates the given reaction. (1) Reactant: Br[C:2]1[CH:14]=[C:13]([CH:15]=[CH2:16])[CH:12]=[CH:11][C:3]=1[C:4]([O:6][C:7]([CH3:10])([CH3:9])[CH3:8])=[O:5].[Cu][C:18]#[N:19]. Product: [C:18]([C:2]1[CH:14]=[C:13]([CH:15]=[CH2:16])[CH:12]=[CH:11][C:3]=1[C:4]([O:6][C:7]([CH3:10])([CH3:9])[CH3:8])=[O:5])#[N:19]. The catalyst class is: 18. (2) Reactant: [C:1]([O:5][C:6]([NH:8][C@H:9]1[CH2:14][CH2:13][C@H:12]([C:15]([OH:17])=O)[CH2:11][CH2:10]1)=[O:7])([CH3:4])([CH3:3])[CH3:2].Cl.[CH3:19][NH:20][O:21][CH3:22].CN1CCOCC1.CCN=C=NCCCN(C)C.C1C=CC2N(O)N=NC=2C=1. Product: [C:1]([O:5][C:6](=[O:7])[NH:8][C@H:9]1[CH2:10][CH2:11][C@H:12]([C:15](=[O:17])[N:20]([O:21][CH3:22])[CH3:19])[CH2:13][CH2:14]1)([CH3:2])([CH3:3])[CH3:4]. The catalyst class is: 2.